Dataset: Full USPTO retrosynthesis dataset with 1.9M reactions from patents (1976-2016). Task: Predict the reactants needed to synthesize the given product. Given the product [CH2:1]([C@@:4]1([C:17]2[CH:22]=[CH:21][C:20]([F:23])=[CH:19][CH:18]=2)[O:9][C:8](=[O:10])[N:7]([C@H:11]2[CH2:16][CH2:15][CH2:14][N:13]([C:31]([O:33][CH2:34][C:35]3[CH:40]=[CH:39][CH:38]=[CH:37][CH:36]=3)=[O:32])[CH2:12]2)[CH2:6][CH2:5]1)[CH:2]=[CH2:3], predict the reactants needed to synthesize it. The reactants are: [CH2:1]([C@@:4]1([C:17]2[CH:22]=[CH:21][C:20]([F:23])=[CH:19][CH:18]=2)[O:9][C:8](=[O:10])[N:7]([C@H:11]2[CH2:16][CH2:15][CH2:14][NH:13][CH2:12]2)[CH2:6][CH2:5]1)[CH:2]=[CH2:3].CCN(CC)CC.[C:31](Cl)([O:33][CH2:34][C:35]1[CH:40]=[CH:39][CH:38]=[CH:37][CH:36]=1)=[O:32].